Dataset: Full USPTO retrosynthesis dataset with 1.9M reactions from patents (1976-2016). Task: Predict the reactants needed to synthesize the given product. (1) Given the product [C:46]([O:45][CH2:49][CH2:48][O:12][C:4]1[CH:3]=[C:2]([F:1])[CH:11]=[CH:10][C:5]=1[C:6]([O:8][CH3:9])=[O:7])(=[O:29])[CH3:47], predict the reactants needed to synthesize it. The reactants are: [F:1][C:2]1[CH:11]=[CH:10][C:5]([C:6]([O:8][CH3:9])=[O:7])=[C:4]([OH:12])[CH:3]=1.C(P(CCCC)CCCC)CCC.N(C(N1CCCCC1)=O)=NC(N1CCCCC1)=[O:29].O.[O:45]1[CH2:49][CH2:48][CH2:47][CH2:46]1. (2) Given the product [F:24][C:18]1[CH:19]=[C:20]([I:23])[CH:21]=[CH:22][C:17]=1[NH:16][C:7]1[C:8]2[CH:9]=[N:10][CH:11]=[CH:12][C:13]=2[N:14]([CH3:15])[C:6]=1[C:4]([OH:5])=[O:3], predict the reactants needed to synthesize it. The reactants are: C([O:3][C:4]([C:6]1[N:14]([CH3:15])[C:13]2[CH:12]=[CH:11][N:10]=[CH:9][C:8]=2[C:7]=1[NH:16][C:17]1[CH:22]=[CH:21][C:20]([I:23])=[CH:19][C:18]=1[F:24])=[O:5])C. (3) Given the product [CH3:28][C:25]1[CH:26]=[CH:27][C:3]([N:57]2[CH:61]=[CH:60][N:59]=[N:58]2)=[C:4]([CH:24]=1)[C:5]([NH:7][C@H:8]1[CH2:12][CH2:11][CH2:10][C@@H:9]1[NH:13][C:14]1[CH:19]=[N:18][C:17]([C:20]([F:23])([F:22])[F:21])=[CH:16][N:15]=1)=[O:6], predict the reactants needed to synthesize it. The reactants are: CO[C:3]1[CH:27]=[CH:26][C:25]([CH3:28])=[CH:24][C:4]=1[C:5]([NH:7][C@H:8]1[CH2:12][CH2:11][CH2:10][C@@H:9]1[NH:13][C:14]1[CH:19]=[N:18][C:17]([C:20]([F:23])([F:22])[F:21])=[CH:16][N:15]=1)=[O:6].Cl.FC(F)(F)C1N=CC(N[C@H]2CCC[C@@H]2N)=NC=1.CC1C=CC([N:57]2[CH:61]=[CH:60][N:59]=[N:58]2)=C(C=1)C(O)=O.